Dataset: Catalyst prediction with 721,799 reactions and 888 catalyst types from USPTO. Task: Predict which catalyst facilitates the given reaction. (1) Reactant: [Br:1][C:2]1[CH:3]=[CH:4][C:5]2[NH:6][C:7]3[C:12]([C:13]=2[CH:14]=1)=[CH:11][C:10]([Br:15])=[CH:9][CH:8]=3.[H-].[Na+].Br[CH2:19][CH2:20][CH2:21][CH2:22][CH2:23][CH3:24]. Product: [Br:15][C:10]1[CH:9]=[CH:8][C:7]2[N:6]([CH2:19][CH2:20][CH2:21][CH2:22][CH2:23][CH3:24])[C:5]3[C:13]([C:12]=2[CH:11]=1)=[CH:14][C:2]([Br:1])=[CH:3][CH:4]=3. The catalyst class is: 1. (2) Reactant: [C:1](OC(=O)C)(=O)C.C(O)=O.[Cl:11][C:12]1[C:13]([NH:45]S(C)(=O)=O)=[CH:14][C:15]2[N:19]=[C:18]([CH2:20][CH3:21])[N:17]([C:22]3[CH:27]=[CH:26][C:25]([CH2:28][CH2:29][NH:30][C:31]([NH:33][S:34]([C:37]4[CH:42]=[CH:41][C:40]([CH3:43])=[CH:39][CH:38]=4)(=[O:36])=[O:35])=[O:32])=[CH:24][CH:23]=3)[C:16]=2[CH:44]=1. Product: [Cl:11][C:12]1[C:13]([NH:45][CH3:1])=[CH:14][C:15]2[N:19]=[C:18]([CH2:20][CH3:21])[N:17]([C:22]3[CH:27]=[CH:26][C:25]([CH2:28][CH2:29][NH:30][C:31]([NH:33][S:34]([C:37]4[CH:38]=[CH:39][C:40]([CH3:43])=[CH:41][CH:42]=4)(=[O:36])=[O:35])=[O:32])=[CH:24][CH:23]=3)[C:16]=2[CH:44]=1. The catalyst class is: 1. (3) Reactant: Cl.[Cl:2][C:3]1[CH:10]=[C:9]([O:11][CH3:12])[CH:8]=[C:7]([Cl:13])[C:4]=1[CH2:5][NH2:6].C[Al](C)C.[CH:18]1([CH:24]2[CH2:28][CH2:27][O:26][C:25]2=[O:29])[CH2:23][CH2:22][CH2:21][CH2:20][CH2:19]1. Product: [CH:18]1([CH:24]([CH2:28][CH2:27][OH:26])[C:25]([NH:6][CH2:5][C:4]2[C:3]([Cl:2])=[CH:10][C:9]([O:11][CH3:12])=[CH:8][C:7]=2[Cl:13])=[O:29])[CH2:23][CH2:22][CH2:21][CH2:20][CH2:19]1. The catalyst class is: 11.